Dataset: Forward reaction prediction with 1.9M reactions from USPTO patents (1976-2016). Task: Predict the product of the given reaction. (1) Given the reactants [CH3:1][O:2][C@H:3]1[CH2:8][CH2:7][C@H:6]([NH:9][C:10]2[C:15]([C:16](=[O:18])[CH3:17])=[CH:14][N:13]=[C:12]3[N:19]([CH2:22][O:23][CH2:24][CH2:25][Si:26]([CH3:29])([CH3:28])[CH3:27])[CH:20]=[CH:21][C:11]=23)[CH2:5][CH2:4]1.[CH3:30]OC(OC)N(C)C, predict the reaction product. The product is: [CH3:1][O:2][C@H:3]1[CH2:4][CH2:5][C@H:6]([N:9]2[C:10]3[C:15](=[CH:14][N:13]=[C:12]4[N:19]([CH2:22][O:23][CH2:24][CH2:25][Si:26]([CH3:27])([CH3:29])[CH3:28])[CH:20]=[CH:21][C:11]4=3)[C:16](=[O:18])[CH:17]=[CH:30]2)[CH2:7][CH2:8]1. (2) Given the reactants [C:1]([C:5]1[CH:10]=[CH:9][C:8]([C:11]2[O:15][C:14]([NH:16][C:17]3[CH:18]=[CH:19][CH:20]=[C:21]4[C:26]=3[CH2:25][C:24](=[O:27])[CH2:23][CH2:22]4)=[N:13][CH:12]=2)=[CH:7][CH:6]=1)([CH3:4])([CH3:3])[CH3:2].FC(F)(F)C1C=CC(C2OC(NC3C=CC=C4C=3CC(=O)CC4)=NC=2)=CC=1, predict the reaction product. The product is: [C:1]([C:5]1[CH:10]=[CH:9][C:8]([C:11]2[O:15][C:14]([NH:16][C:17]3[CH:18]=[CH:19][CH:20]=[C:21]4[C:26]=3[CH2:25][CH:24]([OH:27])[CH2:23][CH2:22]4)=[N:13][CH:12]=2)=[CH:7][CH:6]=1)([CH3:4])([CH3:2])[CH3:3]. (3) Given the reactants [OH:1][CH:2]([CH2:14][O:15][C:16]1[CH:21]=[CH:20][CH:19]=[CH:18][CH:17]=1)[CH2:3][O:4][C:5]1[CH:10]=[CH:9][C:8]([CH2:11][C:12]#[N:13])=[CH:7][CH:6]=1.CC(OI1(OC(C)=O)(OC(C)=O)OC(=O)C2C=CC=CC1=2)=O, predict the reaction product. The product is: [O:1]=[C:2]([CH2:14][O:15][C:16]1[CH:21]=[CH:20][CH:19]=[CH:18][CH:17]=1)[CH2:3][O:4][C:5]1[CH:6]=[CH:7][C:8]([CH2:11][C:12]#[N:13])=[CH:9][CH:10]=1. (4) Given the reactants [ClH:1].[NH:2]1[CH2:8][CH2:7][CH2:6][C:5](=[O:9])[CH2:4][CH2:3]1.[Cl:10][C:11]1[CH:18]=[CH:17][C:14]([CH:15]=O)=[CH:13][CH:12]=1.OS(O)(=O)=O.O, predict the reaction product. The product is: [Cl:10][C:11]1[CH:18]=[CH:17][C:14](/[CH:15]=[C:4]2\[CH2:3][NH:2][CH2:8][CH2:7]/[C:6](=[CH:15]\[C:14]3[CH:17]=[CH:18][C:11]([Cl:1])=[CH:12][CH:13]=3)/[C:5]\2=[O:9])=[CH:13][CH:12]=1.